From a dataset of Forward reaction prediction with 1.9M reactions from USPTO patents (1976-2016). Predict the product of the given reaction. (1) Given the reactants Cl[C:2]1[N:7]=[C:6]([N:8]2[CH2:13][CH2:12][O:11][CH2:10][CH2:9]2)[CH:5]=[C:4]([Cl:14])[N:3]=1.Cl.[F:16][C:17]1[CH:18]=[N:19][C:20]([C@@H:23]([NH2:25])[CH3:24])=[N:21][CH:22]=1, predict the reaction product. The product is: [Cl:14][C:4]1[CH:5]=[C:6]([N:8]2[CH2:13][CH2:12][O:11][CH2:10][CH2:9]2)[N:7]=[C:2]([NH:25][C@H:23]([C:20]2[N:21]=[CH:22][C:17]([F:16])=[CH:18][N:19]=2)[CH3:24])[N:3]=1. (2) Given the reactants [H-].[H-].[H-].[H-].[Li+].[Al+3].[CH3:7][C:8]1([CH3:16])[N:13]([CH3:14])[CH2:12][CH2:11][NH:10][C:9]1=O, predict the reaction product. The product is: [CH3:14][N:13]1[CH2:12][CH2:11][NH:10][CH2:9][C:8]1([CH3:16])[CH3:7]. (3) Given the reactants C([O:5][C:6](=[O:26])[NH:7][CH:8]([CH2:14][C:15]1[CH:20]=[CH:19][C:18]([O:21][C:22]([CH3:25])([CH3:24])[CH3:23])=[CH:17][CH:16]=1)[CH2:9][CH:10](O)[CH:11]=[CH2:12])(C)(C)C.C[Si]([N-][Si](C)(C)C)(C)C.[K+], predict the reaction product. The product is: [C:22]([O:21][C:18]1[CH:17]=[CH:16][C:15]([CH2:14][CH:8]2[CH2:9][CH:10]([CH:11]=[CH2:12])[O:26][C:6](=[O:5])[NH:7]2)=[CH:20][CH:19]=1)([CH3:23])([CH3:24])[CH3:25].